Dataset: Full USPTO retrosynthesis dataset with 1.9M reactions from patents (1976-2016). Task: Predict the reactants needed to synthesize the given product. (1) Given the product [OH:15][CH2:12][C:4]1[C:3]([O:2][CH3:1])=[C:8]([O:9][CH3:10])[CH:7]=[CH:6][N:5]=1, predict the reactants needed to synthesize it. The reactants are: [CH3:1][O:2][C:3]1[C:4]([CH3:12])=[N+:5]([O-])[CH:6]=[CH:7][C:8]=1[O:9][CH3:10].C(OC(=O)C)(=[O:15])C. (2) Given the product [F:1][C:2]1[CH:3]=[C:4]([C:11]2[S:15][C:14]([N:16]([C:17]([O:18][C:19]([CH3:20])([CH3:22])[CH3:21])=[O:23])[CH2:41][C@@H:37]([NH:38][C:44](=[O:45])[O:46][C:47]([CH3:50])([CH3:49])[CH3:48])[CH2:36][C:35]3[CH:51]=[CH:52][C:32]([C:31]([F:54])([F:53])[F:30])=[CH:33][CH:34]=3)=[N:13][N:12]=2)[CH:5]=[CH:6][C:7]=1[N+:8]([O-:10])=[O:9], predict the reactants needed to synthesize it. The reactants are: [F:1][C:2]1[CH:3]=[C:4]([C:11]2[S:15][C:14]([NH:16][C:17](=[O:23])[O:18][C:19]([CH3:22])([CH3:21])[CH3:20])=[N:13][N:12]=2)[CH:5]=[CH:6][C:7]=1[N+:8]([O-:10])=[O:9].C(=O)([O-])[O-].[Cs+].[Cs+].[F:30][C:31]([F:54])([F:53])[C:32]1[CH:52]=[CH:51][C:35]([CH2:36][C@H:37]2[CH2:41]OS(=O)(=O)[N:38]2[C:44]([O:46][C:47]([CH3:50])([CH3:49])[CH3:48])=[O:45])=[CH:34][CH:33]=1.Cl. (3) Given the product [Cl:7][C:8]1[CH:13]=[C:12]([N+:14]([O-:16])=[O:15])[C:11]([O:27][CH2:26][C:23]2([CH3:25])[CH2:22][O:21][C:20]([CH3:28])([CH3:19])[O:24]2)=[CH:10][C:9]=1[OH:18], predict the reactants needed to synthesize it. The reactants are: CC(C)([O-])C.[K+].[Cl:7][C:8]1[CH:13]=[C:12]([N+:14]([O-:16])=[O:15])[C:11](F)=[CH:10][C:9]=1[OH:18].[CH3:19][C:20]1([CH3:28])[O:24][C:23]([CH2:26][OH:27])([CH3:25])[CH2:22][O:21]1. (4) Given the product [CH3:16][NH:17][C:18]([C:20]1[O:21][C:22]2[CH:28]=[CH:27][CH:26]=[C:25]([N:29]3[CH2:34][CH2:33][N:32]([CH2:13][CH2:12][C:7]4[CH:8]=[CH:9][CH:10]=[C:11]5[C:6]=4[CH2:5][CH2:4][C:3](=[O:15])[N:2]5[CH3:1])[CH2:31][CH2:30]3)[C:23]=2[CH:24]=1)=[O:19], predict the reactants needed to synthesize it. The reactants are: [CH3:1][N:2]1[C:11]2[C:6](=[C:7]([CH2:12][CH:13]=O)[CH:8]=[CH:9][CH:10]=2)[CH2:5][CH2:4][C:3]1=[O:15].[CH3:16][NH:17][C:18]([C:20]1[O:21][C:22]2[CH:28]=[CH:27][CH:26]=[C:25]([N:29]3[CH2:34][CH2:33][NH:32][CH2:31][CH2:30]3)[C:23]=2[CH:24]=1)=[O:19].CO.C(O[BH-](OC(=O)C)OC(=O)C)(=O)C.[Na+]. (5) Given the product [CH3:29][C:12]1[N:11]=[C:10]([NH:9][C:5]2[CH:4]=[C:3]([CH:8]=[CH:7][N:6]=2)[C:1]#[N:2])[CH:15]=[C:14]([CH:16]2[CH2:21][CH2:20][NH:19][CH2:18][CH2:17]2)[CH:13]=1, predict the reactants needed to synthesize it. The reactants are: [C:1]([C:3]1[CH:8]=[CH:7][N:6]=[C:5]([NH:9][C:10]2[CH:15]=[C:14]([CH:16]3[CH2:21][CH2:20][N:19](C(OC(C)(C)C)=O)[CH2:18][CH2:17]3)[CH:13]=[C:12]([CH3:29])[N:11]=2)[CH:4]=1)#[N:2].FC(F)(F)C(O)=O. (6) Given the product [Cl:13][C:10]1[CH:11]=[CH:12][C:7]([N:4]2[CH:25]=[C:24]([C:22]([OH:26])([CH3:23])[CH3:21])[N:6]=[N:5]2)=[C:8]([C:14]2[N:19]=[CH:18][N:17]=[C:16]([OH:20])[CH:15]=2)[CH:9]=1, predict the reactants needed to synthesize it. The reactants are: C(#N)C.[N:4]([C:7]1[CH:12]=[CH:11][C:10]([Cl:13])=[CH:9][C:8]=1[C:14]1[N:19]=[CH:18][N:17]=[C:16]([OH:20])[CH:15]=1)=[N+:5]=[N-:6].[CH3:21][C:22]([OH:26])([C:24]#[CH:25])[CH3:23].CCCCCC. (7) Given the product [CH:11]1([NH:10][C:6]2[C:7]([C:8]#[N:9])=[C:2]([N:29]3[CH2:28][CH:27]=[C:26]([C:23]4[CH:24]=[CH:25][C:20]([F:19])=[CH:21][CH:22]=4)[CH2:31][CH2:30]3)[N:3]=[C:4]([NH:14][CH2:15][CH2:16][OH:17])[N:5]=2)[CH2:13][CH2:12]1, predict the reactants needed to synthesize it. The reactants are: Cl[C:2]1[C:7]([C:8]#[N:9])=[C:6]([NH:10][CH:11]2[CH2:13][CH2:12]2)[N:5]=[C:4]([NH:14][CH2:15][CH2:16][OH:17])[N:3]=1.Cl.[F:19][C:20]1[CH:25]=[CH:24][C:23]([C:26]2[CH2:27][CH2:28][NH:29][CH2:30][CH:31]=2)=[CH:22][CH:21]=1.C(N(C(C)C)C(C)C)C. (8) Given the product [NH2:24][C:25]1[N:30]=[C:29]([CH2:31][OH:32])[C:28]([CH2:33][NH:34][C:13](=[O:15])[CH2:12][C:7]2[C:6](=[O:16])[N:5]([NH:4][CH2:3][C:2]([F:1])([F:23])[C:17]3[CH:22]=[CH:21][CH:20]=[CH:19][N:18]=3)[CH2:10][CH2:9][C:8]=2[CH3:11])=[C:27]([CH3:35])[CH:26]=1, predict the reactants needed to synthesize it. The reactants are: [F:1][C:2]([F:23])([C:17]1[CH:22]=[CH:21][CH:20]=[CH:19][N:18]=1)[CH2:3][NH:4][N:5]1[CH2:10][CH2:9][C:8]([CH3:11])=[C:7]([CH2:12][C:13]([OH:15])=O)[C:6]1=[O:16].[NH2:24][C:25]1[N:30]=[C:29]([CH2:31][OH:32])[C:28]([CH2:33][NH2:34])=[C:27]([CH3:35])[CH:26]=1.C(N(CC)CC)C.C(Cl)CCl.